This data is from Forward reaction prediction with 1.9M reactions from USPTO patents (1976-2016). The task is: Predict the product of the given reaction. (1) The product is: [Br:1][C:2]1[CH:3]=[CH:4][C:5]([C:8]2[NH:13][C:11](=[O:12])[N:10]([CH3:14])[N:9]=2)=[CH:6][CH:7]=1. Given the reactants [Br:1][C:2]1[CH:7]=[CH:6][C:5](/[CH:8]=[N:9]/[N:10]([CH3:14])[C:11]([NH2:13])=[O:12])=[CH:4][CH:3]=1.BrBr.CCOCC, predict the reaction product. (2) Given the reactants [C:1]([O:5][C:6]([NH:8][CH2:9][C:10]1[CH:52]=[CH:51][C:50]([F:53])=[CH:49][C:11]=1[C:12]([NH:14][CH2:15][CH2:16][CH2:17][CH2:18][S:19]([N:22]([C:24]1[N:33]=[C:32]([C:34]([O:36]C)=[O:35])[C:31]([O:38][S:39]([C:42]2[CH:48]=[CH:47][C:45]([CH3:46])=[CH:44][CH:43]=2)(=[O:41])=[O:40])=[C:30]2[C:25]=1[CH:26]=[CH:27][CH:28]=[N:29]2)[CH3:23])(=[O:21])=[O:20])=[O:13])=[O:7])([CH3:4])([CH3:3])[CH3:2].C1COCC1.[OH-].[Li+].Cl, predict the reaction product. The product is: [C:1]([O:5][C:6]([NH:8][CH2:9][C:10]1[CH:52]=[CH:51][C:50]([F:53])=[CH:49][C:11]=1[C:12]([NH:14][CH2:15][CH2:16][CH2:17][CH2:18][S:19]([N:22]([C:24]1[N:33]=[C:32]([C:34]([OH:36])=[O:35])[C:31]([O:38][S:39]([C:42]2[CH:48]=[CH:47][C:45]([CH3:46])=[CH:44][CH:43]=2)(=[O:41])=[O:40])=[C:30]2[C:25]=1[CH:26]=[CH:27][CH:28]=[N:29]2)[CH3:23])(=[O:20])=[O:21])=[O:13])=[O:7])([CH3:4])([CH3:2])[CH3:3]. (3) The product is: [CH3:11][C:10]1[NH:19][C:4]2[CH2:3][C:2]([CH3:14])([CH3:1])[CH2:7][C:6](=[O:8])[C:5]=2[CH:9]=1. Given the reactants [CH3:1][C:2]1([CH3:14])[CH2:7][C:6](=[O:8])[CH:5]([CH2:9][C:10](=O)[CH3:11])[C:4](=O)[CH2:3]1.C([O-])(=O)C.[NH4+:19].O, predict the reaction product. (4) The product is: [C:26]([CH2:25][C:22]1[N:21]=[CH:20][C:19]([NH:18][C:17]([CH2:16][O:15][C:13]2[C:12]3[C:7](=[CH:8][C:9]([Cl:33])=[CH:10][C:11]=3[Cl:32])[CH:6]=[C:5]([C:3]([OH:4])=[O:2])[CH:14]=2)=[O:31])=[CH:24][CH:23]=1)([OH:28])=[O:27]. Given the reactants C[O:2][C:3]([C:5]1[CH:14]=[C:13]([O:15][CH2:16][C:17](=[O:31])[NH:18][C:19]2[CH:20]=[N:21][C:22]([CH2:25][C:26]([O:28]CC)=[O:27])=[CH:23][CH:24]=2)[C:12]2[C:7](=[CH:8][C:9]([Cl:33])=[CH:10][C:11]=2[Cl:32])[CH:6]=1)=[O:4].[Li+].[OH-], predict the reaction product.